The task is: Predict which catalyst facilitates the given reaction.. This data is from Catalyst prediction with 721,799 reactions and 888 catalyst types from USPTO. (1) Reactant: CC1C=CC(S([O:11][CH2:12][CH2:13][CH2:14][CH2:15][CH2:16][C:17]([O:19][CH2:20][CH3:21])=[O:18])(=O)=O)=CC=1.[F:22][C:23]([F:32])([C:28]([F:31])([F:30])[F:29])[CH2:24][CH2:25][CH2:26]O.CC(C)([O-])C.[K+].C(O)C. Product: [F:22][C:23]([F:32])([C:28]([F:31])([F:30])[F:29])[CH2:24][CH2:25][CH2:26][O:11][CH2:12][CH2:13][CH2:14][CH2:15][CH2:16][C:17]([O:19][CH2:20][CH3:21])=[O:18]. The catalyst class is: 7. (2) Reactant: Br[CH2:2][CH2:3][CH2:4][CH2:5][N:6]1[CH2:10][CH2:9][CH2:8][C:7]1=[O:11].[CH2:12]([N:19]1[CH2:24][CH2:23][NH:22][CH2:21][CH2:20]1)[C:13]1[CH:18]=[CH:17][CH:16]=[CH:15][CH:14]=1.[OH-].[Na+]. Product: [CH2:12]([N:19]1[CH2:24][CH2:23][N:22]([CH2:2][CH2:3][CH2:4][CH2:5][N:6]2[CH2:10][CH2:9][CH2:8][C:7]2=[O:11])[CH2:21][CH2:20]1)[C:13]1[CH:14]=[CH:15][CH:16]=[CH:17][CH:18]=1. The catalyst class is: 8. (3) Reactant: [C:1]1([C:7]([OH:20])([CH2:10][C:11]([C:14]2[CH:19]=[CH:18][CH:17]=[CH:16][CH:15]=2)([CH3:13])[CH3:12])[CH2:8][OH:9])[CH:6]=[CH:5][CH:4]=[CH:3][CH:2]=1.CS(C)=O. Product: [C:1]1([C:7]([OH:20])([CH2:10][C:11]([C:14]2[CH:19]=[CH:18][CH:17]=[CH:16][CH:15]=2)([CH3:13])[CH3:12])[CH:8]=[O:9])[CH:2]=[CH:3][CH:4]=[CH:5][CH:6]=1. The catalyst class is: 66.